Regression. Given a peptide amino acid sequence and an MHC pseudo amino acid sequence, predict their binding affinity value. This is MHC class I binding data. From a dataset of Peptide-MHC class I binding affinity with 185,985 pairs from IEDB/IMGT. The peptide sequence is HYPKVYKTY. The MHC is HLA-A02:01 with pseudo-sequence HLA-A02:01. The binding affinity (normalized) is 0.